This data is from Reaction yield outcomes from USPTO patents with 853,638 reactions. The task is: Predict the reaction yield, written as a fraction of the theoretical maximum amount of product (1.0 means a 100% yield; for example, 0.34 means a 34% yield). (1) The reactants are [CH:1]1([NH:6][C:7]2[N:12]3[N:13]=[C:14]([C:28]4[CH:33]=[CH:32][C:31]([OH:34])=[CH:30][CH:29]=4)[C:15]([C:16]4[CH:21]=[CH:20][N:19]=[C:18]([NH:22][CH:23]5[CH2:27][CH2:26][CH2:25][CH2:24]5)[N:17]=4)=[C:11]3[CH:10]=[CH:9][CH:8]=2)[CH2:5][CH2:4][CH2:3][CH2:2]1.Br[CH2:36][C:37]([O:39][CH2:40][CH3:41])=[O:38].C(=O)([O-])[O-].[K+].[K+].O. The catalyst is CC(C)=O. The product is [CH:1]1([NH:6][C:7]2[N:12]3[N:13]=[C:14]([C:28]4[CH:29]=[CH:30][C:31]([O:34][CH2:36][C:37]([O:39][CH2:40][CH3:41])=[O:38])=[CH:32][CH:33]=4)[C:15]([C:16]4[CH:21]=[CH:20][N:19]=[C:18]([NH:22][CH:23]5[CH2:24][CH2:25][CH2:26][CH2:27]5)[N:17]=4)=[C:11]3[CH:10]=[CH:9][CH:8]=2)[CH2:2][CH2:3][CH2:4][CH2:5]1. The yield is 0.710. (2) The reactants are [Cl:1][C:2]1[CH:3]=[C:4]([NH:10][C:11]2[C:16]([N+:17]([O-])=O)=[CH:15][CH:14]=[C:13]([NH:20][C@H:21]([C:23]3[CH:28]=[CH:27][C:26]([F:29])=[CH:25][N:24]=3)[CH3:22])[N:12]=2)[C:5]([O:8][CH3:9])=[N:6][CH:7]=1. The yield is 0.640. The product is [Cl:1][C:2]1[CH:3]=[C:4]([NH:10][C:11]2[C:16]([NH2:17])=[CH:15][CH:14]=[C:13]([NH:20][C@H:21]([C:23]3[CH:28]=[CH:27][C:26]([F:29])=[CH:25][N:24]=3)[CH3:22])[N:12]=2)[C:5]([O:8][CH3:9])=[N:6][CH:7]=1. The catalyst is C(OCC)(=O)C.[Ni]. (3) The yield is 0.840. The product is [ClH:25].[Cl:25][C:26]1[CH:34]=[CH:33][C:29]([C:30]([N:2]([CH3:1])[CH:3]2[CH2:4][CH2:5][N:6]([C:9]3[C:18]4[C:13](=[CH:14][CH:15]=[CH:16][CH:17]=4)[C:12]([C:19]4[N:23]([CH3:24])[N:22]=[CH:21][CH:20]=4)=[N:11][N:10]=3)[CH2:7][CH2:8]2)=[O:32])=[C:28]([S:35]([CH3:38])(=[O:37])=[O:36])[CH:27]=1. The reactants are [CH3:1][NH:2][CH:3]1[CH2:8][CH2:7][N:6]([C:9]2[C:18]3[C:13](=[CH:14][CH:15]=[CH:16][CH:17]=3)[C:12]([C:19]3[N:23]([CH3:24])[N:22]=[CH:21][CH:20]=3)=[N:11][N:10]=2)[CH2:5][CH2:4]1.[Cl:25][C:26]1[CH:34]=[CH:33][C:29]([C:30]([OH:32])=O)=[C:28]([S:35]([CH3:38])(=[O:37])=[O:36])[CH:27]=1.C(N(C(C)C)CC)(C)C.C1(P(C2C=CC=CC=2)(=O)OC2C(F)=C(F)C(F)=C(F)C=2F)C=CC=CC=1.Cl.C(OCC)C. The catalyst is CN(C=O)C.C(Cl)Cl.CS(C)=O. (4) The reactants are [F:1][C:2]1[C:7]([F:8])=[CH:6][N:5]=[C:4]2[NH:9][CH:10]=[CH:11][C:3]=12.[N+:12]([O-])([OH:14])=[O:13]. The catalyst is O. The product is [F:1][C:2]1[C:7]([F:8])=[CH:6][N:5]=[C:4]2[NH:9][CH:10]=[C:11]([N+:12]([O-:14])=[O:13])[C:3]=12. The yield is 0.800.